Dataset: Reaction yield outcomes from USPTO patents with 853,638 reactions. Task: Predict the reaction yield, written as a fraction of the theoretical maximum amount of product (1.0 means a 100% yield; for example, 0.34 means a 34% yield). The reactants are Cl.[Cl:2][C:3]1[CH:8]=[CH:7][N:6]=[C:5]([C:9]([O:11]C)=O)[CH:4]=1.[NH2:13][CH2:14][CH2:15][N:16]1[CH2:21][CH2:20][O:19][CH2:18][CH2:17]1.O. The catalyst is C1COCC1. The product is [Cl:2][C:3]1[CH:8]=[CH:7][N:6]=[C:5]([C:9](=[O:11])[NH:13][CH2:14][CH2:15][N:16]2[CH2:21][CH2:20][O:19][CH2:18][CH2:17]2)[CH:4]=1. The yield is 0.950.